This data is from Reaction yield outcomes from USPTO patents with 853,638 reactions. The task is: Predict the reaction yield, written as a fraction of the theoretical maximum amount of product (1.0 means a 100% yield; for example, 0.34 means a 34% yield). (1) The reactants are [F:1][C:2]([F:34])([F:33])[C:3]1[CH:4]=[C:5]([CH:26]=[C:27]([C:29]([F:32])([F:31])[F:30])[CH:28]=1)[CH2:6][O:7][CH2:8][C@@H:9]([N:16]1[CH2:21][CH2:20][N:19]([CH2:22][C:23]([NH2:25])=O)[CH2:18][CH2:17]1)[C:10]1[CH:15]=[CH:14][CH:13]=[CH:12][CH:11]=1.CS(C)=O.C(Cl)(=O)C(Cl)=O.C(N(CC)CC)C. The yield is 0.730. The product is [F:32][C:29]([F:30])([F:31])[C:27]1[CH:26]=[C:5]([CH:4]=[C:3]([C:2]([F:1])([F:33])[F:34])[CH:28]=1)[CH2:6][O:7][CH2:8][C@@H:9]([N:16]1[CH2:17][CH2:18][N:19]([CH2:22][C:23]#[N:25])[CH2:20][CH2:21]1)[C:10]1[CH:11]=[CH:12][CH:13]=[CH:14][CH:15]=1. The catalyst is C(Cl)Cl. (2) The reactants are [CH2:1]([OH:8])[C:2]1[CH:7]=[CH:6][CH:5]=[CH:4][CH:3]=1.[H-].[Na+].F[C:12]1[CH:19]=[C:18]([F:20])[CH:17]=[CH:16][C:13]=1[C:14]#[N:15]. The catalyst is C1(C)C=CC=CC=1.C(OCC)(=O)C. The product is [CH2:1]([O:8][C:12]1[CH:19]=[C:18]([F:20])[CH:17]=[CH:16][C:13]=1[C:14]#[N:15])[C:2]1[CH:7]=[CH:6][CH:5]=[CH:4][CH:3]=1. The yield is 0.880.